Task: Regression. Given a peptide amino acid sequence and an MHC pseudo amino acid sequence, predict their binding affinity value. This is MHC class II binding data.. Dataset: Peptide-MHC class II binding affinity with 134,281 pairs from IEDB The peptide sequence is MANSRAFALVLLFCA. The MHC is HLA-DPA10103-DPB10301 with pseudo-sequence HLA-DPA10103-DPB10301. The binding affinity (normalized) is 0.154.